Task: Predict the product of the given reaction.. Dataset: Forward reaction prediction with 1.9M reactions from USPTO patents (1976-2016) (1) Given the reactants C(O[C:4](=[O:12])[C:5]1[CH:10]=[CH:9][C:8]([NH2:11])=[CH:7][CH:6]=1)C.[CH3:13][O:14][C:15]1[CH:16]=[C:17]([CH:20]=[CH:21][CH:22]=1)[CH:18]=O.O.[O-:24][S:25]([C:28](F)(F)F)(=O)=[O:26].[Yb+3].[O-:24][S:25]([C:28](F)(F)F)(=O)=[O:26].[O-:24][S:25]([C:28](F)(F)F)(=O)=[O:26].[CH2:49]=[C:50]([CH3:52])[CH3:51].C(#[N:55])C, predict the reaction product. The product is: [CH3:13][O:14][C:15]1[CH:16]=[C:17]([CH:18]2[CH2:49][C:50]([CH3:52])([CH3:51])[C:7]3[C:8](=[CH:9][CH:10]=[C:5]([C:4]([NH:55][S:25]([CH3:28])(=[O:26])=[O:24])=[O:12])[CH:6]=3)[NH:11]2)[CH:20]=[CH:21][CH:22]=1. (2) Given the reactants [NH2:1][C@H:2]([C:10]([NH2:12])=[O:11])[CH2:3][C:4]1[CH:9]=[CH:8][CH:7]=[CH:6][CH:5]=1.[Cl:13][C:14]1[CH:15]=[C:16]([NH:21][CH:22]([C:24](O)=[O:25])[CH3:23])[CH:17]=[CH:18][C:19]=1[Cl:20], predict the reaction product. The product is: [Cl:13][C:14]1[CH:15]=[C:16]([NH:21][CH:22]([C:24]([NH:12][C:10](=[O:11])[C@H:2]([CH2:3][C:4]2[CH:9]=[CH:8][CH:7]=[CH:6][CH:5]=2)[NH2:1])=[O:25])[CH3:23])[CH:17]=[CH:18][C:19]=1[Cl:20]. (3) Given the reactants [C:1]1([NH:11][S:12]([C:15]2[CH:20]=[CH:19][C:18]([N+:21]([O-])=O)=[CH:17][CH:16]=2)(=[O:14])=[O:13])[C:10]2[C:5](=[CH:6][CH:7]=[CH:8][CH:9]=2)[CH:4]=[CH:3][CH:2]=1.O.O.[Sn](Cl)Cl.[OH-].[Na+], predict the reaction product. The product is: [NH2:21][C:18]1[CH:19]=[CH:20][C:15]([S:12]([NH:11][C:1]2[C:10]3[C:5](=[CH:6][CH:7]=[CH:8][CH:9]=3)[CH:4]=[CH:3][CH:2]=2)(=[O:14])=[O:13])=[CH:16][CH:17]=1. (4) Given the reactants Br[C:2]1[CH:18]=[CH:17][C:5](/[CH:6]=[CH:7]/[C:8]2[CH:16]=[CH:15][C:11]([N:12]([CH3:14])[CH3:13])=[CH:10][CH:9]=2)=[CH:4][CH:3]=1.C1C[O:22][CH2:21]C1.[Li]CCCC, predict the reaction product. The product is: [CH3:13][N:12]([CH3:14])[C:11]1[CH:15]=[CH:16][C:8]([CH:7]=[CH:6][C:5]2[CH:17]=[CH:18][C:2]([CH:21]=[O:22])=[CH:3][CH:4]=2)=[CH:9][CH:10]=1. (5) Given the reactants [CH3:1][C:2]1[CH:7]=[C:6]([CH3:8])[CH:5]=[C:4]([CH3:9])[C:3]=1[NH2:10].[ClH:11], predict the reaction product. The product is: [ClH:11].[CH3:1][C:2]1[CH:7]=[C:6]([CH3:8])[CH:5]=[C:4]([CH3:9])[C:3]=1[NH2:10]. (6) Given the reactants [CH:1]1([C:6]2([CH2:14][CH2:15][C:16]3[CH:21]=[C:20]([CH2:22][CH3:23])[C:19]([OH:24])=[CH:18][C:17]=3[O:25][CH3:26])[O:11][C:10](=[O:12])[CH2:9][C:8](=[O:13])[CH2:7]2)[CH2:5][CH2:4][CH2:3][CH2:2]1.[CH2:27]([C:29]1[NH:30][C:31]([CH:35]=O)=[C:32]([CH3:34])[N:33]=1)[CH3:28].CC1C=NC2N(N=C(C=O)N=2)C=1, predict the reaction product. The product is: [CH:1]1([C:6]2([CH2:14][CH2:15][C:16]3[CH:21]=[C:20]([CH2:22][CH3:23])[C:19]([OH:24])=[CH:18][C:17]=3[O:25][CH3:26])[O:11][C:10](=[O:12])[C:9]([CH2:35][C:31]3[N:30]=[C:29]([CH2:27][CH3:28])[NH:33][C:32]=3[CH3:34])=[C:8]([OH:13])[CH2:7]2)[CH2:5][CH2:4][CH2:3][CH2:2]1. (7) Given the reactants [NH2:1][C:2]1[C:11]2[CH:10]=[N:9][C:8]([S:12][CH3:13])=[N:7][C:6]=2[N:5]([CH:14]2[CH2:17][CH2:16][CH2:15]2)[C:4](=[O:18])[CH:3]=1.[Br:19]N1C(=O)CCC1=O, predict the reaction product. The product is: [NH2:1][C:2]1[C:11]2[CH:10]=[N:9][C:8]([S:12][CH3:13])=[N:7][C:6]=2[N:5]([CH:14]2[CH2:17][CH2:16][CH2:15]2)[C:4](=[O:18])[C:3]=1[Br:19]. (8) Given the reactants [Cl:1][C:2]1[N:7]=[C:6]([Cl:8])[CH:5]=[C:4]([O:9][CH3:10])[N:3]=1.[NH2:11][C:12]1[S:13][CH:14]=[CH:15][N:16]=1.C(=O)([O-])[O-].[Cs+].[Cs+], predict the reaction product. The product is: [Cl:1][C:2]1[N:7]=[C:6]([NH:11][C:12]2[S:13][CH:14]=[CH:15][N:16]=2)[CH:5]=[C:4]([O:9][CH3:10])[N:3]=1.[Cl:8][C:6]1[CH:5]=[C:4]([O:9][CH3:10])[N:3]=[C:2]([NH:11][C:12]2[S:13][CH:14]=[CH:15][N:16]=2)[N:7]=1. (9) Given the reactants [F:1][C:2]1[CH:7]=[C:6]([CH2:8][C:9]2[C:14](=[O:15])[NH:13][C:12]([CH3:16])=[N:11][C:10]=2[CH2:17][CH2:18][CH3:19])[CH:5]=[CH:4][C:3]=1[C:20]1[C:21]([C:26]#[N:27])=[CH:22][CH:23]=[CH:24][CH:25]=1.[CH3:28][C:29]1([CH3:41])[CH2:33][C:32]2[CH:34]=[C:35](B(O)O)[CH:36]=[CH:37][C:31]=2[O:30]1.N1C=CC=CC=1.C(N(CC)CC)C, predict the reaction product. The product is: [CH3:28][C:29]1([CH3:41])[CH2:33][C:32]2[CH:34]=[C:35]([N:13]3[C:14](=[O:15])[C:9]([CH2:8][C:6]4[CH:5]=[CH:4][C:3]([C:20]5[C:21]([C:26]#[N:27])=[CH:22][CH:23]=[CH:24][CH:25]=5)=[C:2]([F:1])[CH:7]=4)=[C:10]([CH2:17][CH2:18][CH3:19])[N:11]=[C:12]3[CH3:16])[CH:36]=[CH:37][C:31]=2[O:30]1. (10) Given the reactants Cl[C:2]1[C:7]2[CH2:8][N:9]([CH:12]([C:14]3[CH:15]=[N:16][C:17]([O:21][CH2:22][C:23]([F:26])([F:25])[CH3:24])=[C:18]([CH3:20])[CH:19]=3)[CH3:13])[C:10](=[O:11])[C:6]=2[CH:5]=[CH:4][N:3]=1.[CH:27]([O:29][C:30]1[CH:35]=[CH:34][CH:33]=[CH:32][CH:31]=1)=[O:28], predict the reaction product. The product is: [F:25][C:23]([F:26])([CH3:24])[CH2:22][O:21][C:17]1[N:16]=[CH:15][C:14]([CH:12]([N:9]2[C:10](=[O:11])[C:6]3[CH:5]=[CH:4][N:3]=[C:2]([C:27]([O:29][C:30]4[CH:35]=[CH:34][CH:33]=[CH:32][CH:31]=4)=[O:28])[C:7]=3[CH2:8]2)[CH3:13])=[CH:19][C:18]=1[CH3:20].